Dataset: Full USPTO retrosynthesis dataset with 1.9M reactions from patents (1976-2016). Task: Predict the reactants needed to synthesize the given product. (1) The reactants are: [C:1]1(=O)[CH2:5][CH2:4][C:3](=[O:6])[CH2:2]1.[NH2:8][C:9]1[CH:16]=[CH:15][C:12]([C:13]#[N:14])=[C:11]([Cl:17])[CH:10]=1.CC1C=CC(S(O)(=O)=O)=CC=1.O. Given the product [Cl:17][C:11]1[CH:10]=[C:9]([NH:8][C:1]2[CH2:5][CH2:4][C:3](=[O:6])[CH:2]=2)[CH:16]=[CH:15][C:12]=1[C:13]#[N:14], predict the reactants needed to synthesize it. (2) The reactants are: Cl.O[N:3]=[C:4]1[C:12]2[C:7](=[CH:8][CH:9]=[C:10]([C:13]([O:15][CH3:16])=[O:14])[CH:11]=2)[C:6]([CH3:18])([CH3:17])[CH2:5]1.C(N(CC)CC)C.[CH3:26][C:27]([O:30][C:31](O[C:31]([O:30][C:27]([CH3:29])([CH3:28])[CH3:26])=[O:32])=[O:32])([CH3:29])[CH3:28]. Given the product [C:27]([O:30][C:31]([NH:3][CH:4]1[C:12]2[C:7](=[CH:8][CH:9]=[C:10]([C:13]([O:15][CH3:16])=[O:14])[CH:11]=2)[C:6]([CH3:18])([CH3:17])[CH2:5]1)=[O:32])([CH3:29])([CH3:28])[CH3:26], predict the reactants needed to synthesize it. (3) Given the product [Br:5][C:6]1[CH:11]=[CH:10][C:9]([CH:12]([CH3:14])[CH3:13])=[C:8]2[C:7]=1[CH:1]=[CH:2][NH:15]2, predict the reactants needed to synthesize it. The reactants are: [CH:1]([Mg]Br)=[CH2:2].[Br:5][C:6]1[CH:11]=[CH:10][C:9]([CH:12]([CH3:14])[CH3:13])=[C:8]([N+:15]([O-])=O)[CH:7]=1.[NH4+].[Cl-]. (4) Given the product [CH:1]1([S:7]([C:10]2[N:14]3[CH:15]=[C:16]([CH3:22])[C:17]([C:19]([NH:26][C:27]4[CH:32]=[CH:31][N:30]=[CH:29][CH:28]=4)=[O:21])=[CH:18][C:13]3=[N:12][C:11]=2[CH:23]([CH3:25])[CH3:24])(=[O:9])=[O:8])[CH2:2][CH2:3][CH2:4][CH2:5][CH2:6]1, predict the reactants needed to synthesize it. The reactants are: [CH:1]1([S:7]([C:10]2[N:14]3[CH:15]=[C:16]([CH3:22])[C:17]([C:19]([OH:21])=O)=[CH:18][C:13]3=[N:12][C:11]=2[CH:23]([CH3:25])[CH3:24])(=[O:9])=[O:8])[CH2:6][CH2:5][CH2:4][CH2:3][CH2:2]1.[NH2:26][C:27]1[CH:32]=[CH:31][N:30]=[CH:29][CH:28]=1.